This data is from Reaction yield outcomes from USPTO patents with 853,638 reactions. The task is: Predict the reaction yield, written as a fraction of the theoretical maximum amount of product (1.0 means a 100% yield; for example, 0.34 means a 34% yield). (1) The reactants are Br[C:2]1[CH:3]=[C:4]([S:8]([Cl:11])(=[O:10])=[O:9])[CH:5]=[N:6][CH:7]=1.N1CCOCC1. No catalyst specified. The product is [N:6]1[CH:7]=[CH:2][CH:3]=[C:4]([S:8]([Cl:11])(=[O:10])=[O:9])[CH:5]=1. The yield is 0.130. (2) The reactants are CCOP(OCC)([CH2:6][C:7]#[N:8])=O.CC([O-])(C)C.[K+].[C:18]([O:22][C:23]([N:25]1[CH2:28][C:27](=O)[CH2:26]1)=[O:24])([CH3:21])([CH3:20])[CH3:19]. The catalyst is C1COCC1.O.[Cl-].[Na+].O. The product is [C:7]([CH:6]=[C:27]1[CH2:28][N:25]([C:23]([O:22][C:18]([CH3:21])([CH3:20])[CH3:19])=[O:24])[CH2:26]1)#[N:8]. The yield is 0.610.